Dataset: Forward reaction prediction with 1.9M reactions from USPTO patents (1976-2016). Task: Predict the product of the given reaction. (1) Given the reactants Cl.[C:2](Cl)(=[O:9])[C:3]1[CH:8]=[CH:7][CH:6]=[N:5][CH:4]=1.[NH2:11][C:12]([CH3:32])([CH3:31])[CH2:13][C:14]1[N:15]([CH2:28][CH2:29][CH3:30])[N:16]=[C:17]2[C:26]=1[C:25]1[CH:24]=[CH:23][CH:22]=[CH:21][C:20]=1[N:19]=[C:18]2[NH2:27].C(N(CC)CC)C, predict the reaction product. The product is: [NH2:27][C:18]1[C:17]2=[N:16][N:15]([CH2:28][CH2:29][CH3:30])[C:14]([CH2:13][C:12]([NH:11][C:2](=[O:9])[C:3]3[CH:8]=[CH:7][CH:6]=[N:5][CH:4]=3)([CH3:32])[CH3:31])=[C:26]2[C:25]2[CH:24]=[CH:23][CH:22]=[CH:21][C:20]=2[N:19]=1. (2) Given the reactants [NH2:1][C:2]1[C:10]2[C:9]([C:11]3[CH:16]=[CH:15][C:14]([Cl:17])=[C:13]([Cl:18])[CH:12]=3)=[N:8][C:7]([CH2:19][C@@H:20]([CH3:30])[CH2:21][O:22]CC3C=CC=CC=3)=[N:6][C:5]=2[S:4][C:3]=1[C:31]([NH2:33])=[O:32].B(Br)(Br)Br.CO, predict the reaction product. The product is: [NH2:1][C:2]1[C:10]2[C:9]([C:11]3[CH:16]=[CH:15][C:14]([Cl:17])=[C:13]([Cl:18])[CH:12]=3)=[N:8][C:7]([CH2:19][C@@H:20]([CH3:30])[CH2:21][OH:22])=[N:6][C:5]=2[S:4][C:3]=1[C:31]([NH2:33])=[O:32].